From a dataset of Catalyst prediction with 721,799 reactions and 888 catalyst types from USPTO. Predict which catalyst facilitates the given reaction. (1) Reactant: [NH2:1][CH2:2][CH2:3][CH2:4][CH2:5][C@H:6]([NH:14][C:15](=[O:34])[NH:16][C@@H:17]([CH2:25][CH2:26][C:27]([O:29][C:30]([CH3:33])([CH3:32])[CH3:31])=[O:28])[C:18]([O:20][C:21]([CH3:24])([CH3:23])[CH3:22])=[O:19])[C:7]([O:9][C:10]([CH3:13])([CH3:12])[CH3:11])=[O:8].[CH:35]1[C:47]2[CH:46]([CH2:48][O:49][C:50]([NH:52][C@@H:53]([CH2:57][CH2:58][CH2:59][CH2:60][NH:61][C:62](=[O:100])[CH2:63][N:64]3[CH2:75][CH2:74][N:73]([CH2:76][C:77](=[O:83])[O:78][C:79]([CH3:82])([CH3:81])[CH3:80])[CH2:72][CH2:71][N:70]([CH2:84][C:85](=[O:91])[O:86][C:87]([CH3:90])([CH3:89])[CH3:88])[CH2:69][CH2:68][N:67]([CH2:92][C:93]([O:95][C:96]([CH3:99])([CH3:98])[CH3:97])=[O:94])[CH2:66][CH2:65]3)[C:54](O)=[O:55])=[O:51])[C:45]3[C:40](=[CH:41][CH:42]=[CH:43][CH:44]=3)[C:39]=2[CH:38]=[CH:37][CH:36]=1.CCN=C=NCCCN(C)C.C1C=CC2N(O)N=NC=2C=1.CCN(C(C)C)C(C)C. Product: [CH:35]1[C:47]2[CH:46]([CH2:48][O:49][C:50](=[O:51])[NH:52][C@@H:53]([CH2:57][CH2:58][CH2:59][CH2:60][NH:61][C:62](=[O:100])[CH2:63][N:64]3[CH2:65][CH2:66][N:67]([CH2:92][C:93](=[O:94])[O:95][C:96]([CH3:97])([CH3:98])[CH3:99])[CH2:68][CH2:69][N:70]([CH2:84][C:85](=[O:91])[O:86][C:87]([CH3:88])([CH3:89])[CH3:90])[CH2:71][CH2:72][N:73]([CH2:76][C:77]([O:78][C:79]([CH3:82])([CH3:81])[CH3:80])=[O:83])[CH2:74][CH2:75]3)[C:54](=[O:55])[NH:1][CH2:2][CH2:3][CH2:4][CH2:5][C@@H:6]([C:7]([O:9][C:10]([CH3:13])([CH3:12])[CH3:11])=[O:8])[NH:14][C:15](=[O:34])[NH:16][C@H:17]([C:18]([O:20][C:21]([CH3:22])([CH3:23])[CH3:24])=[O:19])[CH2:25][CH2:26][C:27]([O:29][C:30]([CH3:33])([CH3:32])[CH3:31])=[O:28])[C:45]3[C:40](=[CH:41][CH:42]=[CH:43][CH:44]=3)[C:39]=2[CH:38]=[CH:37][CH:36]=1. The catalyst class is: 2. (2) Reactant: Cl[CH2:2][C:3]1[N:7]([CH2:8][C@@H:9]2[CH2:14][CH2:13][CH2:12][N:11]([C:15]([O:17][C:18]([CH3:21])([CH3:20])[CH3:19])=[O:16])[CH2:10]2)[C:6]2[CH:22]=[CH:23][CH:24]=[CH:25][C:5]=2[N:4]=1.[CH3:26][NH:27][C@@H:28]1[C:37]2[N:36]=[CH:35][CH:34]=[CH:33][C:32]=2[CH2:31][CH2:30][CH2:29]1.[I-].[K+].C(N(CC)C(C)C)(C)C. Product: [CH3:26][N:27]([CH2:2][C:3]1[N:7]([CH2:8][C@@H:9]2[CH2:14][CH2:13][CH2:12][N:11]([C:15]([O:17][C:18]([CH3:21])([CH3:20])[CH3:19])=[O:16])[CH2:10]2)[C:6]2[CH:22]=[CH:23][CH:24]=[CH:25][C:5]=2[N:4]=1)[C@@H:28]1[C:37]2[N:36]=[CH:35][CH:34]=[CH:33][C:32]=2[CH2:31][CH2:30][CH2:29]1. The catalyst class is: 10. (3) Reactant: [CH3:1][N:2]([CH2:6][CH2:7][OH:8])[CH2:3][CH2:4][OH:5].CCN(CC)CC.[C:16]([Si:20]([CH3:23])([CH3:22])Cl)([CH3:19])([CH3:18])[CH3:17]. Product: [CH3:1][N:2]([CH2:6][CH2:7][O:8][Si:20]([C:16]([CH3:19])([CH3:18])[CH3:17])([CH3:23])[CH3:22])[CH2:3][CH2:4][OH:5]. The catalyst class is: 2. (4) Reactant: B.[CH:2]([O:5][C:6]1[N:11]=[CH:10][C:9]([O:12][C:13]2[CH:18]=[CH:17][C:16]([CH2:19][CH2:20][C@H:21]([NH2:25])[CH:22]([CH3:24])[CH3:23])=[CH:15][CH:14]=2)=[CH:8][CH:7]=1)([CH3:4])[CH3:3].C1COCC1.C(ON=C(C(C)C)CCC1C=CC(OC2C=NC(OC(C)C)=CC=2)=CC=1)C1C=CC=CC=1.O1CCOB1OC(C1C=CC=CC=1)(C1C=CC=CC=1)[C@@H](N)C(C)C.B.C1COCC1.Cl.[OH-].[Na+]. The catalyst class is: 1. Product: [CH:2]([O:5][C:6]1[N:11]=[CH:10][C:9]([O:12][C:13]2[CH:18]=[CH:17][C:16]([CH2:19][CH2:20][C@@H:21]([NH2:25])[CH:22]([CH3:24])[CH3:23])=[CH:15][CH:14]=2)=[CH:8][CH:7]=1)([CH3:4])[CH3:3]. (5) Reactant: [Cl:1][C:2]1[CH:9]=[CH:8][C:5]([CH2:6][NH2:7])=[CH:4][CH:3]=1.BrC[CH2:12][C:13]([O:15][CH2:16][CH2:17][Si:18]([CH3:21])([CH3:20])[CH3:19])=[O:14]. Product: [Cl:1][C:2]1[CH:9]=[CH:8][C:5]([CH2:6][NH:7][CH2:12][C:13]([O:15][CH2:16][CH2:17][Si:18]([CH3:21])([CH3:20])[CH3:19])=[O:14])=[CH:4][CH:3]=1. The catalyst class is: 4. (6) Reactant: O[CH:2]1[CH2:7][CH2:6][CH2:5][N:4]([C:8]([O:10][C:11]([CH3:14])([CH3:13])[CH3:12])=[O:9])[CH2:3]1.N1C=CC=CC=1.[CH3:21][S:22](Cl)(=[O:24])=[O:23]. Product: [CH3:21][S:22]([CH:2]1[CH2:7][CH2:6][CH2:5][N:4]([C:8]([O:10][C:11]([CH3:14])([CH3:13])[CH3:12])=[O:9])[CH2:3]1)(=[O:24])=[O:23]. The catalyst class is: 154. (7) Reactant: C([O:8][C:9]1[CH:10]=[C:11]([N:15]2[CH2:19][C@@:18]3([CH2:24][CH2:23][CH2:22][C@H:21]([CH2:25][N:26]4[C:30]5[CH:31]=[C:32]([C:35]#[N:36])[CH:33]=[CH:34][C:29]=5[N:28]=[CH:27]4)[CH2:20]3)[O:17][C:16]2=[O:37])[CH:12]=[CH:13][CH:14]=1)C1C=CC=CC=1.C([O-])=O.[NH4+]. Product: [OH:8][C:9]1[CH:10]=[C:11]([N:15]2[CH2:19][C@@:18]3([CH2:24][CH2:23][CH2:22][C@H:21]([CH2:25][N:26]4[C:30]5[CH:31]=[C:32]([C:35]#[N:36])[CH:33]=[CH:34][C:29]=5[N:28]=[CH:27]4)[CH2:20]3)[O:17][C:16]2=[O:37])[CH:12]=[CH:13][CH:14]=1. The catalyst class is: 63. (8) Reactant: [Cl:1][C:2]1[CH:11]=[C:10]2[C:5]([C:6](=[O:23])[C:7]([CH3:22])([C:13]3[CH:18]=[CH:17][C:16]([N+:19]([O-])=O)=[CH:15][CH:14]=3)[C:8](=[O:12])[NH:9]2)=[CH:4][CH:3]=1. Product: [NH2:19][C:16]1[CH:15]=[CH:14][C:13]([C:7]2([CH3:22])[C:6](=[O:23])[C:5]3[C:10](=[CH:11][C:2]([Cl:1])=[CH:3][CH:4]=3)[NH:9][C:8]2=[O:12])=[CH:18][CH:17]=1. The catalyst class is: 240. (9) Reactant: [Br:1][C:2]1[CH:7]=[C:6]([CH2:8]Cl)[C:5]([F:10])=[CH:4][N:3]=1.C([O-])([O-])=O.[K+].[K+].[C:17]([O:21][C:22]([NH:24][C:25](=[O:31])[O:26][C:27]([CH3:30])([CH3:29])[CH3:28])=[O:23])([CH3:20])([CH3:19])[CH3:18]. Product: [Br:1][C:2]1[CH:7]=[C:6]([CH2:8][N:24]([C:22]([O:21][C:17]([CH3:20])([CH3:19])[CH3:18])=[O:23])[C:25](=[O:31])[O:26][C:27]([CH3:29])([CH3:30])[CH3:28])[C:5]([F:10])=[CH:4][N:3]=1. The catalyst class is: 9. (10) Reactant: [CH3:1][N:2]([C:20]1[C:21]2[CH:28]=[CH:27][NH:26][C:22]=2[N:23]=[CH:24][N:25]=1)[C@H:3]1[CH2:8][CH2:7][C@H:6]([CH2:9][S:10]([N:13]2[CH2:18][CH2:17][CH2:16][C@@H:15]([OH:19])[CH2:14]2)(=[O:12])=[O:11])[CH2:5][CH2:4]1.C(N(C(C)C)CC)(C)C.[P:38](OCl)([O:43][CH2:44][CH3:45])([O:40][CH2:41][CH3:42])=[O:39].CO. Product: [P:38]([O:19][C@@H:15]1[CH2:16][CH2:17][CH2:18][N:13]([S:10]([CH2:9][C@H:6]2[CH2:5][CH2:4][C@H:3]([N:2]([CH3:1])[C:20]3[C:21]4[CH:28]=[CH:27][NH:26][C:22]=4[N:23]=[CH:24][N:25]=3)[CH2:8][CH2:7]2)(=[O:12])=[O:11])[CH2:14]1)([O:43][CH2:44][CH3:45])([O:40][CH2:41][CH3:42])=[O:39]. The catalyst class is: 4.